Predict the reactants needed to synthesize the given product. From a dataset of Full USPTO retrosynthesis dataset with 1.9M reactions from patents (1976-2016). Given the product [Br:1][CH2:2][C:3]([N:8]([CH2:9][CH3:10])[CH2:6][CH3:7])=[O:4], predict the reactants needed to synthesize it. The reactants are: [Br:1][CH2:2][C:3](Br)=[O:4].[CH2:6]([NH:8][CH2:9][CH3:10])[CH3:7].O.